The task is: Predict the reactants needed to synthesize the given product.. This data is from Full USPTO retrosynthesis dataset with 1.9M reactions from patents (1976-2016). (1) Given the product [CH2:1]([C:8]1[N:13]([CH3:14])[C:12](=[O:15])[C:11]([Br:16])=[CH:10][CH:9]=1)[C:2]1[CH:7]=[CH:6][CH:5]=[CH:4][CH:3]=1, predict the reactants needed to synthesize it. The reactants are: [CH2:1]([C:8]1[N:13]([CH3:14])[C:12](=[O:15])[CH:11]=[CH:10][CH:9]=1)[C:2]1[CH:7]=[CH:6][CH:5]=[CH:4][CH:3]=1.[Br:16]Br. (2) Given the product [NH:20]([CH2:21][C:22]1[CH:23]=[CH:24][C:25]([C:26]([O:28][CH3:29])=[O:27])=[CH:30][CH:31]=1)[CH2:1][C:3]1[CH:18]=[CH:17][C:6]([C:7]([O:9][CH2:10][C:11]2[CH:16]=[CH:15][CH:14]=[CH:13][CH:12]=2)=[O:8])=[CH:5][CH:4]=1, predict the reactants needed to synthesize it. The reactants are: [CH:1]([C:3]1[CH:18]=[CH:17][C:6]([C:7]([O:9][CH2:10][C:11]2[CH:16]=[CH:15][CH:14]=[CH:13][CH:12]=2)=[O:8])=[CH:5][CH:4]=1)=O.Cl.[NH2:20][CH2:21][C:22]1[CH:31]=[CH:30][C:25]([C:26]([O:28][CH3:29])=[O:27])=[CH:24][CH:23]=1.C(O[BH-](OC(=O)C)OC(=O)C)(=O)C.[Na+]. (3) Given the product [CH2:15]([C:11]1[C:12](=[O:14])[NH:13][C:8]([C:6]2[CH:7]=[C:2]([NH:1][CH2:27][CH3:28])[CH:3]=[CH:4][C:5]=2[O:19][CH2:20][CH2:21][CH3:22])=[N:9][C:10]=1[CH2:17][CH3:18])[CH3:16], predict the reactants needed to synthesize it. The reactants are: [NH2:1][C:2]1[CH:3]=[CH:4][C:5]([O:19][CH2:20][CH2:21][CH3:22])=[C:6]([C:8]2[NH:13][C:12](=[O:14])[C:11]([CH2:15][CH3:16])=[C:10]([CH2:17][CH3:18])[N:9]=2)[CH:7]=1.C([O-])=O.[NH4+].[C:27](#N)[CH3:28]. (4) Given the product [Cl:1][C:2]1[CH:7]=[CH:6][C:5]([C:8]2([CH:14]=[CH2:15])[CH2:9][CH2:10][N:11]([C:17]3[C:18]4[N:19]([N:23]=[C:24]([NH:26][C:27]5[CH:43]=[CH:42][C:30]([C:31]([N:33]([CH3:41])[CH:34]6[CH2:35][CH2:36][N:37]([CH3:40])[CH2:38][CH2:39]6)=[O:32])=[CH:29][CH:28]=5)[N:25]=4)[CH:20]=[CH:21][CH:22]=3)[CH2:12][CH2:13]2)=[CH:4][CH:3]=1, predict the reactants needed to synthesize it. The reactants are: [Cl:1][C:2]1[CH:7]=[CH:6][C:5]([C:8]2([CH:14]=[CH2:15])[CH2:13][CH2:12][NH:11][CH2:10][CH2:9]2)=[CH:4][CH:3]=1.Br[C:17]1[C:18]2[N:19]([N:23]=[C:24]([NH:26][C:27]3[CH:43]=[CH:42][C:30]([C:31]([N:33]([CH3:41])[CH:34]4[CH2:39][CH2:38][N:37]([CH3:40])[CH2:36][CH2:35]4)=[O:32])=[CH:29][CH:28]=3)[N:25]=2)[CH:20]=[CH:21][CH:22]=1.C(Cl)(Cl)Cl.C1C=CC(P(C2C(C3C(P(C4C=CC=CC=4)C4C=CC=CC=4)=CC=C4C=3C=CC=C4)=C3C(C=CC=C3)=CC=2)C2C=CC=CC=2)=CC=1.C([O-])([O-])=O.[Cs+].[Cs+]. (5) Given the product [N:16]1[CH:17]=[CH:18][C:13]([C:10]2[C:9]3[C:4]([NH:3][CH:1]4[CH2:22][CH2:21][O:20][CH2:19][CH2:2]4)=[N:5][CH:6]=[CH:7][C:8]=3[NH:12][N:11]=2)=[N:14][CH:15]=1, predict the reactants needed to synthesize it. The reactants are: [CH2:1]([NH:3][C:4]1[C:9]2[C:10]([C:13]3[CH:18]=[CH:17][N:16]=[CH:15][N:14]=3)=[N:11][NH:12][C:8]=2[CH:7]=[CH:6][N:5]=1)[CH3:2].[CH3:19][O:20][C:21]1C=CC(CN2C3C=CN=C(NC4CCOCC4)C=3C([Sn](C)(C)C)=N2)=C[CH:22]=1.ClC1C=C(Cl)N=CN=1. (6) Given the product [CH2:3]([O:41][C:40](=[O:42])[C@H:35]([CH2:36][CH:37]([CH3:39])[CH3:38])[NH:34][C:32](=[O:33])[CH2:31][C:25]1[CH:26]=[CH:27][CH:28]=[CH:29][CH:30]=1)[CH:4]([CH3:6])[CH3:5], predict the reactants needed to synthesize it. The reactants are: N[C@H](C(O)=O)[CH2:3][CH:4]([CH3:6])[CH3:5].C(=O)(O)[O-].[Na+].C1(CC(Cl)=O)C=CC=CC=1.[C:25]1([CH2:31][C:32]([NH:34][C@H:35]([C:40]([OH:42])=[O:41])[CH2:36][CH:37]([CH3:39])[CH3:38])=[O:33])[CH:30]=[CH:29][CH:28]=[CH:27][CH:26]=1. (7) Given the product [C:15]1([O:107][C:8]2[CH:9]=[CH:10][CH:11]=[CH:12][CH:14]=2)[CH:20]=[CH:19][CH:18]=[CH:17][CH:16]=1, predict the reactants needed to synthesize it. The reactants are: N1C=CC=CC=1.N1[C:12](C)=[CH:11][CH:10]=[CH:9][C:8]=1[CH3:14].[C:15]1(P([C:15]2[CH:20]=[CH:19][CH:18]=[CH:17][CH:16]=2)[C:15]2[CH:20]=[CH:19][C:18]3[C:17](=CC=CC=3)[C:16]=2[C:15]2[C:20]3[C:19](=CC=CC=3)[CH:18]=[CH:17][C:16]=2P([C:15]2[CH:20]=[CH:19][CH:18]=[CH:17][CH:16]=2)[C:15]2[CH:20]=[CH:19][CH:18]=[CH:17][CH:16]=2)[CH:20]=[CH:19][CH:18]=[CH:17][CH:16]=1.C1(P(C2C=CC=CC=2)C2C=CC3CCCCC=3C=2C2C3CCCCC=3C=CC=2P(C2C=CC=CC=2)C2C=CC=CC=2)C=CC=CC=1.[O:107]1CCOCC1.